This data is from Peptide-MHC class I binding affinity with 185,985 pairs from IEDB/IMGT. The task is: Regression. Given a peptide amino acid sequence and an MHC pseudo amino acid sequence, predict their binding affinity value. This is MHC class I binding data. (1) The peptide sequence is EILRNYLRL. The MHC is HLA-A02:01 with pseudo-sequence HLA-A02:01. The binding affinity (normalized) is 0.145. (2) The peptide sequence is NFPQHVITK. The MHC is HLA-A68:01 with pseudo-sequence HLA-A68:01. The binding affinity (normalized) is 0.341.